Dataset: Forward reaction prediction with 1.9M reactions from USPTO patents (1976-2016). Task: Predict the product of the given reaction. (1) Given the reactants [C:1]([S:5][CH2:6][C@@H:7]([NH:10][C@@:11]([C:26]1[CH:31]=[CH:30][C:29]([Cl:32])=[CH:28][CH:27]=1)([CH3:25])[C@@H:12]([C:18]1[CH:23]=[CH:22][CH:21]=[C:20]([Cl:24])[CH:19]=1)[O:13][CH2:14][C:15](O)=[O:16])[CH2:8][CH3:9])([CH3:4])([CH3:3])[CH3:2].C(N(CC)C(C)C)C.CN(C(ON1N=NC2C=CC=NC1=2)=[N+](C)C)C.F[P-](F)(F)(F)(F)F, predict the reaction product. The product is: [C:1]([S:5][CH2:6][C@@H:7]([N:10]1[C@@:11]([C:26]2[CH:31]=[CH:30][C:29]([Cl:32])=[CH:28][CH:27]=2)([CH3:25])[C@@H:12]([C:18]2[CH:23]=[CH:22][CH:21]=[C:20]([Cl:24])[CH:19]=2)[O:13][CH2:14][C:15]1=[O:16])[CH2:8][CH3:9])([CH3:2])([CH3:3])[CH3:4]. (2) Given the reactants [CH:1](=[N:8]O)[C:2]1[CH:7]=[CH:6][CH:5]=[CH:4][CH:3]=1.[ClH:10], predict the reaction product. The product is: [ClH:10].[CH2:1]([NH2:8])[C:2]1[CH:7]=[CH:6][CH:5]=[CH:4][CH:3]=1. (3) Given the reactants [Cl:1][C:2]1[CH:9]=[CH:8][C:5]([CH:6]=O)=[CH:4][CH:3]=1.[C:10](Br)(Br)([Br:12])[Br:11].C1(P(C2C=CC=CC=2)C2C=CC=CC=2)C=CC=CC=1, predict the reaction product. The product is: [Cl:1][C:2]1[CH:9]=[CH:8][C:5]([CH:6]=[C:10]([Br:12])[Br:11])=[CH:4][CH:3]=1. (4) Given the reactants [Cl:1][C:2]1[CH:16]=[CH:15][C:14](/[CH:17]=[CH:18]/[CH2:19]O)=[CH:13][C:3]=1[O:4][CH2:5][C:6]([O:8]C(C)(C)C)=[O:7].C([N:23]([CH2:26][CH3:27])[CH2:24][CH3:25])C.CS(Cl)(=O)=O.[C:33](O)(=O)[CH2:34][C:35]([CH2:40][C:41](O)=O)([C:37]([OH:39])=O)O.[Br-].[Li+].[CH3:48][C:49](C)([O-])C.[K+], predict the reaction product. The product is: [Cl:1][C:2]1[CH:16]=[CH:15][C:14](/[CH:17]=[CH:18]/[CH2:19][N:23]2[CH:24]=[CH:25][CH:27]=[C:26]2[C:37](=[O:39])[C:35]2[CH:34]=[CH:33][C:48]([CH3:49])=[CH:41][CH:40]=2)=[CH:13][C:3]=1[O:4][CH2:5][C:6]([OH:8])=[O:7]. (5) Given the reactants [CH3:1][S:2]([NH:5][N:6]1[C:15](=[O:16])[C:14]2[C:9](=[CH:10][C:11]([C:27]([F:30])([F:29])[F:28])=[C:12]([N:17]3[CH:21]=[CH:20][C:19]([CH2:22][O:23]C(=O)C)=[CH:18]3)[CH:13]=2)[NH:8][C:7]1=[O:31])(=[O:4])=[O:3].C(=O)([O-])[O-].[K+].[K+].P([O-])([O-])([O-])=O, predict the reaction product. The product is: [OH:23][CH2:22][C:19]1[CH:20]=[CH:21][N:17]([C:12]2[CH:13]=[C:14]3[C:9](=[CH:10][C:11]=2[C:27]([F:29])([F:28])[F:30])[NH:8][C:7](=[O:31])[N:6]([NH:5][S:2]([CH3:1])(=[O:4])=[O:3])[C:15]3=[O:16])[CH:18]=1. (6) The product is: [C:47]([NH2:45])(=[O:48])[CH2:29][CH2:30][CH:25]=[CH:26][CH2:27][CH:28]=[CH:36][CH2:35][CH:34]=[CH:33][CH2:32][CH:31]=[CH:26][CH2:27][CH:28]=[CH:29][CH2:30][CH:25]=[CH:9][CH2:10][CH3:11]. Given the reactants C1S[C@H](CO)O[C@@H]1N1C(=O)N=[C:11](N)[CH:10]=[CH:9]1.[CH2:25]1[CH2:30][CH2:29][CH:28](N=C=N[CH:25]2[CH2:30][CH2:29][CH2:28][CH2:27][CH2:26]2)[CH2:27][CH2:26]1.[CH:31]1[CH:32]=[CH:33][C:34]2N(O)N=N[C:35]=2[CH:36]=1.C(Cl)Cl.C[N:45]([CH:47]=[O:48])C, predict the reaction product. (7) Given the reactants [N:1]1[CH:6]=[CH:5][CH:4]=[C:3]([O:7][CH2:8][C:9]([NH2:11])=O)[CH:2]=1.[F:12][C:13]1[CH:14]=[C:15]([NH:25][C:26](=[O:31])[CH2:27][C:28](=O)[CH3:29])[CH:16]=[CH:17][C:18]=1[N:19]1[CH2:24][CH2:23][O:22][CH2:21][CH2:20]1.CCOC(C)=O.O, predict the reaction product. The product is: [F:12][C:13]1[CH:14]=[C:15]([N:25]2[C:26](=[O:31])[CH:27]=[C:28]([CH3:29])[N:11]=[C:9]2[CH2:8][O:7][C:3]2[CH:2]=[N:1][CH:6]=[CH:5][CH:4]=2)[CH:16]=[CH:17][C:18]=1[N:19]1[CH2:24][CH2:23][O:22][CH2:21][CH2:20]1. (8) Given the reactants [CH:1]1([C:4]2[C:5]([N:26](CC3C=CC(OC)=CC=3)[S:27]([CH3:30])(=[O:29])=[O:28])=[CH:6][C:7]3[O:11][C:10]([C:12]4[CH:17]=[CH:16][C:15]([F:18])=[CH:14][CH:13]=4)=[C:9]([C:19]4[NH:20][CH:21]=[C:22]([CH3:24])[N:23]=4)[C:8]=3[CH:25]=2)[CH2:3][CH2:2]1.FC(F)(F)C(O)=O, predict the reaction product. The product is: [CH:1]1([C:4]2[C:5]([NH:26][S:27]([CH3:30])(=[O:28])=[O:29])=[CH:6][C:7]3[O:11][C:10]([C:12]4[CH:17]=[CH:16][C:15]([F:18])=[CH:14][CH:13]=4)=[C:9]([C:19]4[NH:20][CH:21]=[C:22]([CH3:24])[N:23]=4)[C:8]=3[CH:25]=2)[CH2:2][CH2:3]1. (9) Given the reactants [CH3:1][O:2][C:3]1[CH:4]=[C:5]2[C:9](=[CH:10][CH:11]=1)[N:8]([C:12]1[CH:17]=[CH:16][C:15]([O:18][CH3:19])=[CH:14][CH:13]=1)[CH:7]=[CH:6]2.[C:20](Cl)(=[O:22])[CH3:21], predict the reaction product. The product is: [CH3:1][O:2][C:3]1[CH:4]=[C:5]2[C:9](=[CH:10][CH:11]=1)[N:8]([C:12]1[CH:17]=[CH:16][C:15]([O:18][CH3:19])=[CH:14][CH:13]=1)[CH:7]=[C:6]2[C:20](=[O:22])[CH3:21].